Task: Predict which catalyst facilitates the given reaction.. Dataset: Catalyst prediction with 721,799 reactions and 888 catalyst types from USPTO (1) Reactant: [CH:1]1[C:6](=[O:7])[C:5]([OH:8])=[CH:4][O:3][C:2]=1[CH2:9][OH:10].C(=O)([O-])[O-].[K+].[K+].[CH3:17][O:18][C:19]1[CH:26]=[CH:25][C:22]([CH2:23]Cl)=[CH:21][CH:20]=1. Product: [OH:10][CH2:9][C:2]1[O:3][CH:4]=[C:5]([O:8][CH2:23][C:22]2[CH:25]=[CH:26][C:19]([O:18][CH3:17])=[CH:20][CH:21]=2)[C:6](=[O:7])[CH:1]=1. The catalyst class is: 3. (2) Reactant: [H-].[Na+].Cl.[O:4]=[C:5]1[C:10]([C:11]([O:13][CH3:14])=[O:12])=[CH:9][CH:8]=[CH:7][NH:6]1.I[CH2:16][C:17]([CH3:20])([CH3:19])[CH3:18]. Product: [CH3:16][C:17]([CH3:20])([CH3:19])[CH2:18][N:6]1[CH:7]=[CH:8][CH:9]=[C:10]([C:11]([O:13][CH3:14])=[O:12])[C:5]1=[O:4]. The catalyst class is: 3. (3) Reactant: [F:1][C:2]1[CH:3]=[CH:4][C:5]2[O:10][CH2:9][CH2:8][NH:7][C:6]=2[CH:11]=1.[Cl:12][C:13]1[CH:14]=[C:15]([CH:19]=[C:20]([Cl:23])[C:21]=1[OH:22])[C:16](Cl)=[O:17]. Product: [Cl:12][C:13]1[CH:14]=[C:15]([C:16]([N:7]2[C:6]3[CH:11]=[C:2]([F:1])[CH:3]=[CH:4][C:5]=3[O:10][CH2:9][CH2:8]2)=[O:17])[CH:19]=[C:20]([Cl:23])[C:21]=1[OH:22]. The catalyst class is: 13. (4) Reactant: C(=O)([O-])[O-].[Na+].[Na+].[NH2:7][C:8]1[C:9]([F:16])=[C:10]([CH2:14][OH:15])[CH:11]=[CH:12][CH:13]=1.[C:17](Cl)(=[O:21])[O:18][CH2:19][CH3:20]. Product: [F:16][C:9]1[C:10]([CH2:14][OH:15])=[CH:11][CH:12]=[CH:13][C:8]=1[NH:7][C:17](=[O:21])[O:18][CH2:19][CH3:20]. The catalyst class is: 6.